This data is from Full USPTO retrosynthesis dataset with 1.9M reactions from patents (1976-2016). The task is: Predict the reactants needed to synthesize the given product. (1) Given the product [CH3:19][O:20][C:21]1[CH:22]=[CH:23][C:24]([C:27]2[C:32]([CH3:33])=[C:31]([C:34]([F:36])([F:35])[F:37])[N:30]3[N:38]=[CH:39][C:40]([C:41]([N:43]4[CH2:48][CH2:47][N:46]([C@H:2]([C:4]5[S:5][CH:6]=[CH:7][N:8]=5)[CH3:1])[CH2:45][C@H:44]4[CH3:49])=[O:42])=[C:29]3[N:28]=2)=[CH:25][CH:26]=1, predict the reactants needed to synthesize it. The reactants are: [CH3:1][C@H:2]([C:4]1[S:5][CH:6]=[CH:7][N:8]=1)O.CS(Cl)(=O)=O.S([O-])(=O)(=O)C.[CH3:19][O:20][C:21]1[CH:26]=[CH:25][C:24]([C:27]2[C:32]([CH3:33])=[C:31]([C:34]([F:37])([F:36])[F:35])[N:30]3[N:38]=[CH:39][C:40]([C:41]([N:43]4[CH2:48][CH2:47][NH:46][CH2:45][C@H:44]4[CH3:49])=[O:42])=[C:29]3[N:28]=2)=[CH:23][CH:22]=1. (2) Given the product [OH:35][C:36]1[C:41]([C:42]([NH:44][C@H:45]([C:58]2[CH:63]=[CH:62][CH:61]=[CH:60][CH:59]=2)[C:46]2[CH:47]=[C:48]([P:52]([CH3:57])(=[O:53])[OH:56])[CH:49]=[CH:50][CH:51]=2)=[O:43])=[CH:40][N:39]=[C:38]([N:64]2[CH:68]=[CH:67][CH:66]=[N:65]2)[N:37]=1, predict the reactants needed to synthesize it. The reactants are: OC1C(C(N[C@@H](C2C=CC=CC=2P(C)(=O)OCC)C2C=CC=CC=2)=O)=CN=C(N2C=CC=N2)N=1.[OH:35][C:36]1[C:41]([C:42]([NH:44][C@H:45]([C:58]2[CH:63]=[CH:62][CH:61]=[CH:60][CH:59]=2)[C:46]2[CH:47]=[C:48]([P:52]([CH3:57])(=[O:56])[O:53]CC)[CH:49]=[CH:50][CH:51]=2)=[O:43])=[CH:40][N:39]=[C:38]([N:64]2[CH:68]=[CH:67][CH:66]=[N:65]2)[N:37]=1.[OH-].[Na+].